From a dataset of NCI-60 drug combinations with 297,098 pairs across 59 cell lines. Regression. Given two drug SMILES strings and cell line genomic features, predict the synergy score measuring deviation from expected non-interaction effect. (1) Drug 1: CC(C1=C(C=CC(=C1Cl)F)Cl)OC2=C(N=CC(=C2)C3=CN(N=C3)C4CCNCC4)N. Drug 2: COC1=CC(=CC(=C1O)OC)C2C3C(COC3=O)C(C4=CC5=C(C=C24)OCO5)OC6C(C(C7C(O6)COC(O7)C8=CC=CS8)O)O. Cell line: SK-MEL-28. Synergy scores: CSS=7.62, Synergy_ZIP=-3.42, Synergy_Bliss=1.46, Synergy_Loewe=-6.55, Synergy_HSA=-1.97. (2) Drug 1: C1CC(=O)NC(=O)C1N2CC3=C(C2=O)C=CC=C3N. Drug 2: C1=CC=C(C(=C1)C(C2=CC=C(C=C2)Cl)C(Cl)Cl)Cl. Cell line: DU-145. Synergy scores: CSS=1.09, Synergy_ZIP=-0.0265, Synergy_Bliss=-0.685, Synergy_Loewe=-0.437, Synergy_HSA=-0.224. (3) Drug 1: CC1OCC2C(O1)C(C(C(O2)OC3C4COC(=O)C4C(C5=CC6=C(C=C35)OCO6)C7=CC(=C(C(=C7)OC)O)OC)O)O. Drug 2: CN1C2=C(C=C(C=C2)N(CCCl)CCCl)N=C1CCCC(=O)O.Cl. Cell line: MALME-3M. Synergy scores: CSS=10.8, Synergy_ZIP=-4.69, Synergy_Bliss=0.00877, Synergy_Loewe=-8.45, Synergy_HSA=0.524.